Dataset: Reaction yield outcomes from USPTO patents with 853,638 reactions. Task: Predict the reaction yield, written as a fraction of the theoretical maximum amount of product (1.0 means a 100% yield; for example, 0.34 means a 34% yield). The catalyst is CS(C)=O.C(=O)(O)[O-].[Na+].CCOCC. The reactants are [C:1]([C:5]1[CH:6]=[C:7]([C:17]2[N:18]=[C:19]([C:22]3([NH:28][C:29](=O)OCC4C5C=CC=CC=5C5C4=CC=CC=5)[CH2:27][CH2:26][O:25][CH2:24][CH2:23]3)[S:20][CH:21]=2)[CH:8]=[C:9]([C:13]([CH3:16])([CH3:15])[CH3:14])[C:10]=1[O:11][CH3:12])([CH3:4])([CH3:3])[CH3:2].C=O.[CH:48](O)=O.[ClH:51]. The yield is 0.380. The product is [ClH:51].[C:1]([C:5]1[CH:6]=[C:7]([C:17]2[N:18]=[C:19]([C:22]3([N:28]([CH3:29])[CH3:48])[CH2:23][CH2:24][O:25][CH2:26][CH2:27]3)[S:20][CH:21]=2)[CH:8]=[C:9]([C:13]([CH3:16])([CH3:15])[CH3:14])[C:10]=1[O:11][CH3:12])([CH3:2])([CH3:3])[CH3:4].